From a dataset of Forward reaction prediction with 1.9M reactions from USPTO patents (1976-2016). Predict the product of the given reaction. (1) Given the reactants [CH:1]1([CH:4]([C:18]2[CH:23]=[CH:22][CH:21]=[CH:20][N:19]=2)[NH:5][C:6]([C:8]2[CH:9]=[C:10]3[C:14](=[CH:15][CH:16]=2)[NH:13][N:12]=[C:11]3I)=[O:7])[CH2:3][CH2:2]1.[CH3:24][O:25][C:26]1[CH:42]=[C:41](B2OC(C)(C)C(C)(C)O2)[CH:40]=[CH:39][C:27]=1[O:28][CH:29]1[CH2:34][CH2:33][N:32]([CH:35]2[CH2:38][O:37][CH2:36]2)[CH2:31][CH2:30]1.C([O-])([O-])=O.[Na+].[Na+], predict the reaction product. The product is: [CH:1]1([CH:4]([C:18]2[CH:23]=[CH:22][CH:21]=[CH:20][N:19]=2)[NH:5][C:6]([C:8]2[CH:9]=[C:10]3[C:14](=[CH:15][CH:16]=2)[NH:13][N:12]=[C:11]3[C:41]2[CH:40]=[CH:39][C:27]([O:28][CH:29]3[CH2:34][CH2:33][N:32]([CH:35]4[CH2:38][O:37][CH2:36]4)[CH2:31][CH2:30]3)=[C:26]([O:25][CH3:24])[CH:42]=2)=[O:7])[CH2:3][CH2:2]1. (2) The product is: [Cl:15][C:10]1[C:5]2[CH:4]=[CH:3][C:2]([F:1])=[N:12][C:6]=2[N:7]=[CH:8][N:9]=1. Given the reactants [F:1][C:2]1[CH:3]=[CH:4][C:5]2[C:10](=O)[NH:9][CH:8]=[N:7][C:6]=2[N:12]=1.O=P(Cl)(Cl)[Cl:15], predict the reaction product. (3) Given the reactants [F:1][C:2]1[CH:10]=[CH:9][C:8]2[NH:7][C:6]3[CH2:11][CH2:12][N:13]4[CH:17]([C:5]=3[C:4]=2[CH:3]=1)[CH2:16][CH2:15][CH2:14]4.[H-].[Na+].[O:20]1[CH2:22][CH:21]1[C:23]1[CH:28]=[CH:27][N:26]=[CH:25][CH:24]=1, predict the reaction product. The product is: [F:1][C:2]1[CH:10]=[CH:9][C:8]2[N:7]([CH2:22][CH:21]([C:23]3[CH:28]=[CH:27][N:26]=[CH:25][CH:24]=3)[OH:20])[C:6]3[CH2:11][CH2:12][N:13]4[CH:17]([C:5]=3[C:4]=2[CH:3]=1)[CH2:16][CH2:15][CH2:14]4.